From a dataset of NCI-60 drug combinations with 297,098 pairs across 59 cell lines. Regression. Given two drug SMILES strings and cell line genomic features, predict the synergy score measuring deviation from expected non-interaction effect. (1) Drug 1: CN(C)C1=NC(=NC(=N1)N(C)C)N(C)C. Drug 2: CCC1=C2CN3C(=CC4=C(C3=O)COC(=O)C4(CC)O)C2=NC5=C1C=C(C=C5)O. Cell line: MDA-MB-231. Synergy scores: CSS=14.9, Synergy_ZIP=-8.98, Synergy_Bliss=-9.06, Synergy_Loewe=-37.5, Synergy_HSA=-12.0. (2) Drug 1: C1=CC(=CC=C1CCC2=CNC3=C2C(=O)NC(=N3)N)C(=O)NC(CCC(=O)O)C(=O)O. Drug 2: CCC1(CC2CC(C3=C(CCN(C2)C1)C4=CC=CC=C4N3)(C5=C(C=C6C(=C5)C78CCN9C7C(C=CC9)(C(C(C8N6C=O)(C(=O)OC)O)OC(=O)C)CC)OC)C(=O)OC)O.OS(=O)(=O)O. Cell line: T-47D. Synergy scores: CSS=33.2, Synergy_ZIP=-9.40, Synergy_Bliss=-2.54, Synergy_Loewe=-2.12, Synergy_HSA=-1.94. (3) Cell line: SNB-19. Drug 2: C1=NC2=C(N1)C(=S)N=CN2. Drug 1: CC1=C2C(C(=O)C3(C(CC4C(C3C(C(C2(C)C)(CC1OC(=O)C(C(C5=CC=CC=C5)NC(=O)OC(C)(C)C)O)O)OC(=O)C6=CC=CC=C6)(CO4)OC(=O)C)OC)C)OC. Synergy scores: CSS=40.3, Synergy_ZIP=-1.40, Synergy_Bliss=-0.911, Synergy_Loewe=-12.5, Synergy_HSA=1.99. (4) Drug 1: C1=CC(=CC=C1CCCC(=O)O)N(CCCl)CCCl. Drug 2: CN(CCCl)CCCl.Cl. Cell line: SF-268. Synergy scores: CSS=38.7, Synergy_ZIP=-1.45, Synergy_Bliss=0.384, Synergy_Loewe=-0.492, Synergy_HSA=-0.162. (5) Drug 1: C1=CC(=CC=C1CCCC(=O)O)N(CCCl)CCCl. Drug 2: CC1=C2C(C(=O)C3(C(CC4C(C3C(C(C2(C)C)(CC1OC(=O)C(C(C5=CC=CC=C5)NC(=O)OC(C)(C)C)O)O)OC(=O)C6=CC=CC=C6)(CO4)OC(=O)C)O)C)O. Cell line: MDA-MB-231. Synergy scores: CSS=32.2, Synergy_ZIP=-13.9, Synergy_Bliss=-13.9, Synergy_Loewe=-27.8, Synergy_HSA=-9.13.